This data is from Catalyst prediction with 721,799 reactions and 888 catalyst types from USPTO. The task is: Predict which catalyst facilitates the given reaction. Reactant: Cl[C:2]1[N:7]=[C:6]([C:8]2[CH:13]=[CH:12][N:11]=[C:10]([Cl:14])[CH:9]=2)[CH:5]=[CH:4][N:3]=1.[CH3:15][S:16][CH2:17][CH:18]([NH2:20])[CH3:19]. Product: [Cl:14][C:10]1[CH:9]=[C:8]([C:6]2[CH:5]=[CH:4][N:3]=[C:2]([NH:20][CH:18]([CH3:19])[CH2:17][S:16][CH3:15])[N:7]=2)[CH:13]=[CH:12][N:11]=1. The catalyst class is: 11.